Predict the reactants needed to synthesize the given product. From a dataset of Full USPTO retrosynthesis dataset with 1.9M reactions from patents (1976-2016). (1) Given the product [I:17][C:5]1[C:6]([NH:8][C:9]2[CH:10]=[N:11][C:12]([O:15][CH3:16])=[CH:13][CH:14]=2)=[N:7][C:2]([O:19][CH3:18])=[N:3][CH:4]=1, predict the reactants needed to synthesize it. The reactants are: Cl[C:2]1[N:7]=[C:6]([NH:8][C:9]2[CH:10]=[N:11][C:12]([O:15][CH3:16])=[CH:13][CH:14]=2)[C:5]([I:17])=[CH:4][N:3]=1.[CH3:18][O-:19].[Na+].CO. (2) Given the product [F:23][C:22]([F:25])([F:24])[C@H:20]([OH:21])[CH2:1][C:2]([C:4]1[CH:9]=[CH:8][C:7]([Cl:10])=[CH:6][CH:5]=1)=[O:3], predict the reactants needed to synthesize it. The reactants are: [CH3:1][C:2]([C:4]1[CH:9]=[CH:8][C:7]([Cl:10])=[CH:6][CH:5]=1)=[O:3].C1([C@@H](N)C)C=CC=CC=1.[CH:20]([C:22]([F:25])([F:24])[F:23])=[O:21].Cl.